From a dataset of Forward reaction prediction with 1.9M reactions from USPTO patents (1976-2016). Predict the product of the given reaction. (1) Given the reactants Br[C:2]1[CH:7]=[CH:6][C:5]([C@@H:8]([N:10]2[CH2:15][CH2:14][C@@:13]([C:21]3[CH:26]=[CH:25][C:24]([F:27])=[CH:23][CH:22]=3)([CH2:16][C:17]([OH:20])([CH3:19])[CH3:18])[O:12][C:11]2=[O:28])[CH3:9])=[CH:4][CH:3]=1.[CH3:29][O:30][C:31]1[N:36]=[CH:35][C:34](B(O)O)=[CH:33][CH:32]=1, predict the reaction product. The product is: [F:27][C:24]1[CH:25]=[CH:26][C:21]([C@:13]2([CH2:16][C:17]([OH:20])([CH3:19])[CH3:18])[O:12][C:11](=[O:28])[N:10]([C@H:8]([C:5]3[CH:6]=[CH:7][C:2]([C:34]4[CH:35]=[N:36][C:31]([O:30][CH3:29])=[CH:32][CH:33]=4)=[CH:3][CH:4]=3)[CH3:9])[CH2:15][CH2:14]2)=[CH:22][CH:23]=1. (2) Given the reactants [C:1]([O:5][C:6]([N:8]([C:13]1[CH:14]=[C:15]([CH2:24][C:25]([O:27]C)=[O:26])[CH:16]=[CH:17][C:18]=1[O:19][CH2:20][CH:21]1[CH2:23][CH2:22]1)[S:9]([CH3:12])(=[O:11])=[O:10])=[O:7])([CH3:4])([CH3:3])[CH3:2].O.[Li+].[OH-], predict the reaction product. The product is: [C:1]([O:5][C:6]([N:8]([C:13]1[CH:14]=[C:15]([CH2:24][C:25]([OH:27])=[O:26])[CH:16]=[CH:17][C:18]=1[O:19][CH2:20][CH:21]1[CH2:22][CH2:23]1)[S:9]([CH3:12])(=[O:10])=[O:11])=[O:7])([CH3:4])([CH3:2])[CH3:3]. (3) Given the reactants Br[C:2]1[S:6][C:5]([N:7]2[CH2:11][C@:10]3([CH:16]4[CH2:17][CH2:18][N:13]([CH2:14][CH2:15]4)[CH2:12]3)[O:9][C:8]2=[O:19])=[CH:4][CH:3]=1.[N:20]1[CH:25]=[CH:24][C:23](B(O)O)=[CH:22][CH:21]=1, predict the reaction product. The product is: [N:20]1[CH:25]=[CH:24][C:23]([C:2]2[S:6][C:5]([N:7]3[CH2:11][C@:10]4([CH:16]5[CH2:17][CH2:18][N:13]([CH2:14][CH2:15]5)[CH2:12]4)[O:9][C:8]3=[O:19])=[CH:4][CH:3]=2)=[CH:22][CH:21]=1. (4) Given the reactants [H-].[Na+].[CH2:3]1[C:9]2=[C:10]3[C:14](=[CH:15][CH:16]=[C:8]2[O:7][CH2:6][CH2:5][N:4]1C(OC(C)(C)C)=O)[NH:13][CH:12]=[CH:11]3.[CH3:24][O:25][C:26]1[CH:31]=[CH:30][C:29]([CH3:32])=[CH:28][C:27]=1[S:33](Cl)(=[O:35])=[O:34].Cl, predict the reaction product. The product is: [CH3:24][O:25][C:26]1[CH:31]=[CH:30][C:29]([CH3:32])=[CH:28][C:27]=1[S:33]([N:13]1[C:14]2[C:10](=[C:9]3[CH2:3][NH:4][CH2:5][CH2:6][O:7][C:8]3=[CH:16][CH:15]=2)[CH:11]=[CH:12]1)(=[O:34])=[O:35]. (5) Given the reactants [C:1](Cl)(=[O:5])[C:2](Cl)=[O:3].ClCCl.[F:10][C:11]1[CH:12]=[C:13]([C@H:19]2[NH:23][C@@H:22]([C:24]([OH:27])([CH3:26])[CH3:25])[CH2:21][CH2:20]2)[CH:14]=[C:15]([F:18])[C:16]=1[F:17].N1C=CC=CC=1, predict the reaction product. The product is: [CH3:26][C:24]1([CH3:25])[C@H:22]2[CH2:21][CH2:20][C@@H:19]([C:13]3[CH:12]=[C:11]([F:10])[C:16]([F:17])=[C:15]([F:18])[CH:14]=3)[N:23]2[C:2](=[O:3])[C:1](=[O:5])[O:27]1. (6) Given the reactants [CH:1]1([N:6]2[C:11]3=[N:12][C:13]([NH:16][C:17]4[CH:22]=[CH:21][C:20]([N:23]5[CH2:28][CH2:27][N:26]([CH3:29])[CH2:25][CH2:24]5)=[CH:19][CH:18]=4)=[N:14][CH:15]=[C:10]3[CH2:9][NH:8][C:7]2=[O:30])[CH2:5][CH2:4][CH2:3][CH2:2]1.CC(C)([O-])C.[K+], predict the reaction product. The product is: [CH:1]1([N:6]2[C:11]3=[N:12][C:13]([NH:16][C:17]4[CH:18]=[CH:19][C:20]([N:23]5[CH2:28][CH2:27][N:26]([CH3:29])[CH2:25][CH2:24]5)=[CH:21][CH:22]=4)=[N:14][CH:15]=[C:10]3[CH:9]=[N:8][C:7]2=[O:30])[CH2:5][CH2:4][CH2:3][CH2:2]1. (7) Given the reactants [C:1]1([CH3:32])[CH:6]=[CH:5][C:4]([C:7]2[N:8]=[C:9]3[CH2:23][CH2:22][CH2:21][N:20]([CH2:24][CH2:25][CH2:26][CH2:27][CH2:28][CH2:29][C:30]#[N:31])[C:10]3=[N:11][C:12]=2[C:13]2[CH:18]=[CH:17][C:16]([CH3:19])=[CH:15][CH:14]=2)=[CH:3][CH:2]=1.C(=O)([O-])[O-].[K+].[K+].Cl.[NH2:40][OH:41], predict the reaction product. The product is: [C:1]1([CH3:32])[CH:2]=[CH:3][C:4]([C:7]2[N:8]=[C:9]3[CH2:23][CH2:22][CH2:21][N:20]([CH2:24][CH2:25][CH2:26][CH2:27][CH2:28][CH2:29]/[C:30](=[N:40]/[OH:41])/[NH2:31])[C:10]3=[N:11][C:12]=2[C:13]2[CH:18]=[CH:17][C:16]([CH3:19])=[CH:15][CH:14]=2)=[CH:5][CH:6]=1. (8) Given the reactants [CH2:1]([O:8][CH:9]1[CH2:18][CH2:17][C:12]2(OCC[O:13]2)[CH2:11][C:10]1([CH3:20])[CH3:19])[C:2]1[CH:7]=[CH:6][CH:5]=[CH:4][CH:3]=1.C1(C)C=CC(S(O)(=O)=O)=CC=1.O, predict the reaction product. The product is: [CH2:1]([O:8][CH:9]1[CH2:18][CH2:17][C:12](=[O:13])[CH2:11][C:10]1([CH3:20])[CH3:19])[C:2]1[CH:7]=[CH:6][CH:5]=[CH:4][CH:3]=1.